This data is from Forward reaction prediction with 1.9M reactions from USPTO patents (1976-2016). The task is: Predict the product of the given reaction. (1) Given the reactants C([O:8][C:9]1[C:18]([CH:19]([CH3:21])[CH3:20])=[CH:17][C:12]([C:13]([O:15][CH3:16])=[O:14])=[C:11]([O:22][CH3:23])[CH:10]=1)C1C=CC=CC=1, predict the reaction product. The product is: [OH:8][C:9]1[C:18]([CH:19]([CH3:21])[CH3:20])=[CH:17][C:12]([C:13]([O:15][CH3:16])=[O:14])=[C:11]([O:22][CH3:23])[CH:10]=1. (2) Given the reactants [CH2:1]([O:4][C@H:5]1[C:13]2[C:8](=[CH:9][C:10]([O:14][CH3:15])=[CH:11][CH:12]=2)[C@@H:7]([NH:16][CH2:17][C@@H:18]([OH:30])[C@@H:19]([NH2:29])[CH2:20][C:21]2[CH:26]=[C:25](F)[CH:24]=[C:23](F)[CH:22]=2)[CH2:6]1)[CH:2]=[CH2:3].[CH2:31]([C@H:35]1[CH2:39][CH2:38][N:37]([C@@H:40]([CH2:44][CH:45]=[CH2:46])[C:41](O)=[O:42])[C:36]1=[O:47])[CH:32]([CH3:34])[CH3:33].C(Cl)CCl.C1C=CC2N(O)N=NC=2C=1.CCN(C(C)C)C(C)C, predict the reaction product. The product is: [CH2:1]([O:4][C@H:5]1[C:13]2[C:8](=[CH:9][C:10]([O:14][CH3:15])=[CH:11][CH:12]=2)[C@@H:7]([NH:16][CH2:17][C@@H:18]([OH:30])[C@@H:19]([NH:29][C:41](=[O:42])[C@@H:40]([N:37]2[CH2:38][CH2:39][C@H:35]([CH2:31][CH:32]([CH3:34])[CH3:33])[C:36]2=[O:47])[CH2:44][CH:45]=[CH2:46])[CH2:20][C:21]2[CH:26]=[CH:25][CH:24]=[CH:23][CH:22]=2)[CH2:6]1)[CH:2]=[CH2:3]. (3) Given the reactants [O:1]1[CH:5]=[CH:4][N:3]=[C:2]1[CH:6]([NH:17]C(=O)OC(C)(C)C)[C:7]1[CH:12]=[CH:11][CH:10]=[C:9]([C:13]([F:16])([F:15])[F:14])[CH:8]=1.[ClH:25], predict the reaction product. The product is: [ClH:25].[O:1]1[CH:5]=[CH:4][N:3]=[C:2]1[CH:6]([C:7]1[CH:12]=[CH:11][CH:10]=[C:9]([C:13]([F:14])([F:15])[F:16])[CH:8]=1)[NH2:17]. (4) The product is: [C:7]([C:3]1[CH:4]=[N:5][NH:6][C:2]=1/[N:1]=[C:9](/[O:11][CH2:12][CH3:13])\[CH3:10])#[N:8]. Given the reactants [NH2:1][C:2]1[NH:6][N:5]=[CH:4][C:3]=1[C:7]#[N:8].[CH2:9]([O:11][C:12](OCC)(OCC)[CH3:13])[CH3:10], predict the reaction product. (5) Given the reactants [CH:1]1([C:4]([N:6]2[CH2:10][CH2:9][C@@H:8]([CH2:11][N:12]3[C:16]([C:17]4[CH:22]=[CH:21][C:20]([C:23]5[CH:28]=[CH:27][C:26]([F:29])=[CH:25][CH:24]=5)=[CH:19][CH:18]=4)=[N:15][NH:14][C:13]3=[O:30])[CH2:7]2)=[O:5])[CH2:3][CH2:2]1.Br[CH2:32][C:33]1[CH:38]=[CH:37][CH:36]=[CH:35][CH:34]=1.C([O-])([O-])=O.[K+].[K+], predict the reaction product. The product is: [CH:1]1([C:4]([N:6]2[CH2:10][CH2:9][C@@H:8]([CH2:11][N:12]3[C:16]([C:17]4[CH:22]=[CH:21][C:20]([C:23]5[CH:24]=[CH:25][C:26]([F:29])=[CH:27][CH:28]=5)=[CH:19][CH:18]=4)=[N:15][N:14]([CH2:32][C:33]4[CH:38]=[CH:37][CH:36]=[CH:35][CH:34]=4)[C:13]3=[O:30])[CH2:7]2)=[O:5])[CH2:3][CH2:2]1. (6) Given the reactants [Cl:1][CH2:2][CH:3]([OH:16])[CH2:4][N:5]1[C:13](=[O:14])[CH:12]2[CH:7]([CH2:8][CH:9]=[CH:10][CH2:11]2)[C:6]1=[O:15].[Cr](Cl)([O-])(=O)=O.[NH+]1C=CC=CC=1, predict the reaction product. The product is: [Cl:1][CH2:2][C:3](=[O:16])[CH2:4][N:5]1[C:6](=[O:15])[CH:7]2[CH:12]([CH2:11][CH:10]=[CH:9][CH2:8]2)[C:13]1=[O:14]. (7) Given the reactants FC(F)(F)S(O[C:7]1[CH:8]=[C:9]2[C:14](=[CH:15][C:16]=1[Cl:17])[C:13](=[O:18])[N:12]([C:19]1[CH:20]=[N:21][CH:22]=[CH:23][C:24]=1[CH:25]1[CH2:27][CH2:26]1)[CH2:11][CH2:10]2)(=O)=O.[CH3:30][N:31](C=O)C, predict the reaction product. The product is: [Cl:17][C:16]1[CH:15]=[C:14]2[C:9]([CH2:10][CH2:11][N:12]([C:19]3[CH:20]=[N:21][CH:22]=[CH:23][C:24]=3[CH:25]3[CH2:27][CH2:26]3)[C:13]2=[O:18])=[CH:8][C:7]=1[C:30]#[N:31].